This data is from Forward reaction prediction with 1.9M reactions from USPTO patents (1976-2016). The task is: Predict the product of the given reaction. Given the reactants [CH3:1][C:2]1[CH:3]=[C:4]([C:30]2[CH:35]=[CH:34][CH:33]=[C:32]([C:36]([F:39])([F:38])[F:37])[CH:31]=2)[C:5]([N:21](S(C)(=O)=O)[S:22]([CH3:25])(=[O:24])=[O:23])=[N:6][C:7]=1[C:8]([N:10]1[CH2:15][CH2:14][CH:13]([N:16]2[CH2:20][CH2:19][CH2:18][CH2:17]2)[CH2:12][CH2:11]1)=[O:9].[F-].C([N+](CCCC)(CCCC)CCCC)CCC, predict the reaction product. The product is: [CH3:1][C:2]1[CH:3]=[C:4]([C:30]2[CH:35]=[CH:34][CH:33]=[C:32]([C:36]([F:39])([F:37])[F:38])[CH:31]=2)[C:5]([NH:21][S:22]([CH3:25])(=[O:23])=[O:24])=[N:6][C:7]=1[C:8]([N:10]1[CH2:11][CH2:12][CH:13]([N:16]2[CH2:20][CH2:19][CH2:18][CH2:17]2)[CH2:14][CH2:15]1)=[O:9].